This data is from Reaction yield outcomes from USPTO patents with 853,638 reactions. The task is: Predict the reaction yield, written as a fraction of the theoretical maximum amount of product (1.0 means a 100% yield; for example, 0.34 means a 34% yield). (1) The catalyst is C1COCC1.CCCCCC. The product is [N:3]1([C:1]([N:32]2[CH2:33][CH2:34][N:29]([C:20]3[N:21]=[C:22]([N:24]4[CH2:25][CH:26]=[CH:27][CH2:28]4)[N:23]=[C:18]([N:13]4[CH2:17][CH:16]=[CH:15][CH2:14]4)[N:19]=3)[CH2:30][CH2:31]2)=[O:2])[CH:7]=[CH:6][N:5]=[CH:4]1. The yield is 0.948. The reactants are [C:1](N1C=CN=C1)([N:3]1[CH:7]=[CH:6][N:5]=[CH:4]1)=[O:2].[N:13]1([C:18]2[N:23]=[C:22]([N:24]3[CH2:28][CH:27]=[CH:26][CH2:25]3)[N:21]=[C:20]([N:29]3[CH2:34][CH2:33][NH:32][CH2:31][CH2:30]3)[N:19]=2)[CH2:17][CH:16]=[CH:15][CH2:14]1.C1CCN2C(=NCCC2)CC1.C(OCC)(=O)C. (2) The catalyst is CC#N. The product is [CH2:8]([NH:7][C:5](=[O:6])[CH2:4][C@H:3]([O:12][Si:13]([C:16]([CH3:18])([CH3:17])[CH3:19])([CH3:14])[CH3:15])[C@@H:2]([NH:1][C:33](=[O:34])[O:35][C:36]1[CH:37]=[CH:38][C:39]([N+:42]([O-:44])=[O:43])=[CH:40][CH:41]=1)[CH2:20][CH:21]1[CH2:22][CH2:23][CH2:24][CH2:25][CH2:26]1)[CH2:9][CH2:10][CH3:11]. The reactants are [NH2:1][C@@H:2]([CH2:20][CH:21]1[CH2:26][CH2:25][CH2:24][CH2:23][CH2:22]1)[C@@H:3]([O:12][Si:13]([C:16]([CH3:19])([CH3:18])[CH3:17])([CH3:15])[CH3:14])[CH2:4][C:5]([NH:7][CH2:8][CH2:9][CH2:10][CH3:11])=[O:6].C([O-])(O)=O.[Na+].Cl[C:33]([O:35][C:36]1[CH:41]=[CH:40][C:39]([N+:42]([O-:44])=[O:43])=[CH:38][CH:37]=1)=[O:34]. The yield is 0.0800. (3) The reactants are [CH3:1][C:2](=O)[C:3](=O)[CH3:4].[CH3:7][C@H:8]([NH2:15])[C:9]1[CH:14]=[CH:13][CH:12]=[CH:11][CH:10]=1.[OH2:16].[CH:17]1[CH:22]=[CH:21][CH:20]=[CH:19][CH:18]=1. The catalyst is O.C1(C)C=CC(S(O)(=O)=O)=CC=1. The product is [C:17]1([C:1](=[O:16])/[CH:2]=[C:3](\[NH:15][C@H:8]([C:9]2[CH:14]=[CH:13][CH:12]=[CH:11][CH:10]=2)[CH3:7])/[CH3:4])[CH:22]=[CH:21][CH:20]=[CH:19][CH:18]=1. The yield is 0.990. (4) The reactants are [Cl:1][C:2]1[CH:8]=[CH:7][CH:6]=[CH:5][C:3]=1[NH2:4].[CH2:9]([Li])CCC.IC. The catalyst is C1COCC1.[NH4+].[Cl-]. The product is [Cl:1][C:2]1[CH:8]=[CH:7][CH:6]=[CH:5][C:3]=1[NH:4][CH3:9]. The yield is 0.420. (5) The reactants are [Cl:1][C:2]1[CH:3]=[C:4]([CH:21]=[CH:22][C:23]=1[NH:24][C:25]([NH:27][CH3:28])=[O:26])[O:5][C:6]1[C:15]2[C:10](=[CH:11][C:12]([O:19][CH3:20])=[C:13]([C:16]([OH:18])=O)[CH:14]=2)[N:9]=[CH:8][CH:7]=1.CN.CO.[CH2:33]([N:35](CC)CC)C.F[P-](F)(F)(F)(F)F.CN([PH+](N(C)C)N(C)C)C. The catalyst is CN(C)C=O.O.C(OCC)(=O)C. The product is [CH3:33][NH:35][C:16]([C:13]1[CH:14]=[C:15]2[C:10](=[CH:11][C:12]=1[O:19][CH3:20])[N:9]=[CH:8][CH:7]=[C:6]2[O:5][C:4]1[CH:21]=[CH:22][C:23]([NH:24][C:25]([NH:27][CH3:28])=[O:26])=[C:2]([Cl:1])[CH:3]=1)=[O:18]. The yield is 0.820. (6) The reactants are Cl[C:2]1[C:7]2[CH2:8][CH2:9][CH2:10][C:6]=2[N:5]=[C:4]([NH2:11])[N:3]=1.[CH3:12][O-:13].[Na+]. The catalyst is C1(C)C(C)=CC=CC=1.CO. The product is [CH3:12][O:13][C:2]1[C:7]2[CH2:8][CH2:9][CH2:10][C:6]=2[N:5]=[C:4]([NH2:11])[N:3]=1. The yield is 0.980. (7) The reactants are [Cl:1][C:2]1[CH:6]=[N:5][N:4]([CH:7]([CH3:9])[CH3:8])[C:3]=1[C:10]1[CH:11]=[C:12]([NH2:18])[CH:13]=[CH:14][C:15]=1[O:16][CH3:17].[F:19][C:20]1[CH:25]=[CH:24][C:23]([N:26]=[C:27]=[O:28])=[CH:22][CH:21]=1. The catalyst is C(Cl)Cl. The product is [Cl:1][C:2]1[CH:6]=[N:5][N:4]([CH:7]([CH3:9])[CH3:8])[C:3]=1[C:10]1[CH:11]=[C:12]([NH:18][C:27]([NH:26][C:23]2[CH:24]=[CH:25][C:20]([F:19])=[CH:21][CH:22]=2)=[O:28])[CH:13]=[CH:14][C:15]=1[O:16][CH3:17]. The yield is 0.330. (8) The reactants are F[C:2]1[CH:29]=[CH:28][C:5]([C:6]([NH:8][C:9]2[S:13][C:12]([NH:14][C:15]3[C:24]4[C:19](=[CH:20][CH:21]=[CH:22][CH:23]=4)[N:18]=[CH:17][CH:16]=3)=[N:11][C:10]=2[C:25]([NH2:27])=[O:26])=[O:7])=[CH:4][CH:3]=1.[CH3:30][N:31]1[CH2:36][CH2:35][NH:34][CH2:33][CH2:32]1. The catalyst is CN1C(=O)CCC1. The product is [CH3:30][N:31]1[CH2:36][CH2:35][N:34]([C:2]2[CH:29]=[CH:28][C:5]([C:6]([NH:8][C:9]3[S:13][C:12]([NH:14][C:15]4[C:24]5[C:19](=[CH:20][CH:21]=[CH:22][CH:23]=5)[N:18]=[CH:17][CH:16]=4)=[N:11][C:10]=3[C:25]([NH2:27])=[O:26])=[O:7])=[CH:4][CH:3]=2)[CH2:33][CH2:32]1. The yield is 0.690. (9) The reactants are [CH3:1][C:2]1[C:6]2[CH:7]=[C:8]([C:11]3([C:14]([O:16]C)=[O:15])[CH2:13][CH2:12]3)[CH:9]=[CH:10][C:5]=2[O:4][N:3]=1.O[Li].O. The catalyst is CO.O. The product is [CH3:1][C:2]1[C:6]2[CH:7]=[C:8]([C:11]3([C:14]([OH:16])=[O:15])[CH2:12][CH2:13]3)[CH:9]=[CH:10][C:5]=2[O:4][N:3]=1. The yield is 0.320. (10) The reactants are [F:1][C:2]([F:7])([F:6])[C:3]([OH:5])=[O:4].C1(C2C=C(C3CCNCC3)C=CC=2NC(C2NC=C(C#N)N=2)=O)CCCCC=1.BrCC(OC(C)(C)C)=O.CCN(CC)CC.C([O:56][C:57](=[O:87])[CH2:58][N:59]1[CH2:64][CH2:63][CH:62]([C:65]2[CH:70]=[CH:69][C:68]([NH:71][C:72]([C:74]3[NH:75][CH:76]=[C:77]([C:79]#[N:80])[N:78]=3)=[O:73])=[C:67]([C:81]3[CH2:86][CH2:85][CH2:84][CH2:83][CH:82]=3)[CH:66]=2)[CH2:61][CH2:60]1)(C)(C)C. The catalyst is C(Cl)Cl. The product is [F:1][C:2]([F:7])([F:6])[C:3]([OH:5])=[O:4].[C:79]([C:77]1[N:78]=[C:74]([C:72]([NH:71][C:68]2[CH:69]=[CH:70][C:65]([CH:62]3[CH2:61][CH2:60][N:59]([CH2:58][C:57]([OH:87])=[O:56])[CH2:64][CH2:63]3)=[CH:66][C:67]=2[C:81]2[CH2:86][CH2:85][CH2:84][CH2:83][CH:82]=2)=[O:73])[NH:75][CH:76]=1)#[N:80]. The yield is 0.400.